Task: Predict the product of the given reaction.. Dataset: Forward reaction prediction with 1.9M reactions from USPTO patents (1976-2016) Given the reactants [CH2:1]([O:8][C:9]([NH:11][C@@H:12]1[C@@H:17]([C:18]2[CH:23]=[CH:22][CH:21]=[C:20]([O:24][CH2:25][C:26]3[CH:31]=[CH:30][CH:29]=[CH:28][CH:27]=3)[CH:19]=2)[CH2:16][CH2:15][N:14]([C:32]([O:34][C:35]([CH3:38])([CH3:37])[CH3:36])=[O:33])[CH2:13]1)=[O:10])[C:2]1[CH:7]=[CH:6][CH:5]=[CH:4][CH:3]=1.[H-].[Na+].[CH2:41](I)[CH3:42].[Cl-].[NH4+], predict the reaction product. The product is: [CH2:1]([O:8][C:9]([N:11]([CH2:41][CH3:42])[C@@H:12]1[C@@H:17]([C:18]2[CH:23]=[CH:22][CH:21]=[C:20]([O:24][CH2:25][C:26]3[CH:27]=[CH:28][CH:29]=[CH:30][CH:31]=3)[CH:19]=2)[CH2:16][CH2:15][N:14]([C:32]([O:34][C:35]([CH3:38])([CH3:37])[CH3:36])=[O:33])[CH2:13]1)=[O:10])[C:2]1[CH:7]=[CH:6][CH:5]=[CH:4][CH:3]=1.